Task: Predict the reaction yield, written as a fraction of the theoretical maximum amount of product (1.0 means a 100% yield; for example, 0.34 means a 34% yield).. Dataset: Reaction yield outcomes from USPTO patents with 853,638 reactions (1) The reactants are CC1(C)[O:6][C:5](=O)[C@H:4]([C@H:8]([C:13]([N:15]2[CH2:20][CH2:19][N:18]([C:21]3[CH:26]=[CH:25][CH:24]=[CH:23][N:22]=3)[CH2:17][C@H:16]2[CH3:27])=[O:14])[CH2:9][CH:10]([CH3:12])[CH3:11])[O:3]1.[NH2:29][OH:30]. The catalyst is CC(O)C.O. The product is [OH:30][NH:29][C:5](=[O:6])[C@@H:4]([OH:3])[C@@H:8]([C:13]([N:15]1[CH2:20][CH2:19][N:18]([C:21]2[CH:26]=[CH:25][CH:24]=[CH:23][N:22]=2)[CH2:17][C@H:16]1[CH3:27])=[O:14])[CH2:9][CH:10]([CH3:12])[CH3:11]. The yield is 0.470. (2) The reactants are [C:1]1(=O)[O:5][CH2:4][CH2:3][O:2]1.[F:7][C:8]([F:32])([F:31])[C:9]1[N:13]2[N:14]=[C:15]([N:18]3[CH2:23][CH2:22][CH:21]([C:24]4[CH:29]=[CH:28]C(O)=[CH:26][CH:25]=4)[CH2:20][CH2:19]3)[CH:16]=[CH:17][C:12]2=[N:11][N:10]=1.C(=O)([O-])[O-].[K+].[K+]. The catalyst is CN(C=O)C. The product is [F:32][C:8]([F:7])([F:31])[C:9]1[N:13]2[N:14]=[C:15]([N:18]3[CH2:19][CH2:20][CH:21]([C:24]4[CH:29]=[CH:28][C:1]([O:2][CH2:3][CH2:4][OH:5])=[CH:26][CH:25]=4)[CH2:22][CH2:23]3)[CH:16]=[CH:17][C:12]2=[N:11][N:10]=1. The yield is 0.716. (3) The reactants are S([O-])([O-])=O.[Na+:5].[Na+].C(=O)([O-])O.[Na+].[CH3:12][O:13][C:14]1[N:19]=[CH:18][C:17]([S:20](Cl)(=[O:22])=[O:21])=[CH:16][CH:15]=1. The catalyst is O.O1CCOCC1. The product is [CH3:12][O:13][C:14]1[N:19]=[CH:18][C:17]([S:20]([O-:22])=[O:21])=[CH:16][CH:15]=1.[Na+:5]. The yield is 0.960. (4) The reactants are Cl.[CH3:2][C:3]1[C:7]([CH2:8][N:9]2[CH:13]=[C:12]([NH2:14])[CH:11]=[N:10]2)=[C:6]([CH3:15])[O:5][N:4]=1.C(N(CC)CC)C.[Cl:23][C:24]1[C:28]([S:29]([CH3:32])(=[O:31])=[O:30])=[CH:27][S:26][C:25]=1[C:33](Cl)=[O:34]. The catalyst is C(Cl)Cl.CC#N. The product is [Cl:23][C:24]1[C:28]([S:29]([CH3:32])(=[O:30])=[O:31])=[CH:27][S:26][C:25]=1[C:33]([NH:14][C:12]1[CH:11]=[N:10][N:9]([CH2:8][C:7]2[C:3]([CH3:2])=[N:4][O:5][C:6]=2[CH3:15])[CH:13]=1)=[O:34]. The yield is 0.450. (5) The reactants are [C:1]([C:5]1[CH:10]=[C:9]([Br:11])[C:8]([N+:12]([O-:14])=[O:13])=[CH:7][C:6]=1[OH:15])([CH3:4])([CH3:3])[CH3:2].[C:16]([O-])([O-])=O.[Cs+].[Cs+].CI. The catalyst is CN(C=O)C.O. The product is [C:1]([C:5]1[CH:10]=[C:9]([Br:11])[C:8]([N+:12]([O-:14])=[O:13])=[CH:7][C:6]=1[O:15][CH3:16])([CH3:4])([CH3:2])[CH3:3]. The yield is 0.690. (6) The reactants are [CH3:1][O:2][C:3](=[O:14])[CH2:4][CH2:5][C:6]1[CH:11]=[CH:10][C:9]([OH:12])=[CH:8][C:7]=1[CH3:13].[Br:15][C:16]1[CH:21]=[CH:20][CH:19]=[CH:18][C:17]=1I.C(=O)([O-])[O-].[Cs+].[Cs+].CC(C)(C(=O)CC(=O)C(C)(C)C)C. The catalyst is CN1CCCC1=O.[Cu]Cl. The product is [CH3:1][O:2][C:3](=[O:14])[CH2:4][CH2:5][C:6]1[CH:11]=[CH:10][C:9]([O:12][C:17]2[CH:18]=[CH:19][CH:20]=[CH:21][C:16]=2[Br:15])=[CH:8][C:7]=1[CH3:13]. The yield is 0.300. (7) The reactants are [C:1]([OH:10])(=[O:9])/[CH:2]=[CH:3]\[CH:4]=[CH:5]\[C:6]([OH:8])=[O:7].II. The catalyst is C1COCC1. The product is [C:1]([OH:10])(=[O:9])/[CH:2]=[CH:3]/[CH:4]=[CH:5]/[C:6]([OH:8])=[O:7]. The yield is 0.840. (8) The product is [CH3:1][P:2]1(=[O:7])[CH2:5][CH2:6][N:21]([CH:18]2[CH2:17][CH2:16][N:15]([C:8]([O:10][C:11]([CH3:14])([CH3:13])[CH3:12])=[O:9])[CH2:20][CH2:19]2)[CH2:4][CH2:3]1. The yield is 0.380. The reactants are [CH3:1][P:2](=[O:7])([CH:5]=[CH2:6])[CH:3]=[CH2:4].[C:8]([N:15]1[CH2:20][CH2:19][CH:18]([NH2:21])[CH2:17][CH2:16]1)([O:10][C:11]([CH3:14])([CH3:13])[CH3:12])=[O:9]. The catalyst is C1COCC1.O. (9) The reactants are [C:1](OC(=O)C)(=O)C.C(O)=O.[NH2:11][C:12]1[CH:33]=[CH:32][C:15]([CH2:16][C:17]2[N:22]=[C:21]([Cl:23])[C:20]([CH2:24][C:25]([O:27][CH3:28])=[O:26])=[C:19]([N:29]([CH3:31])[CH3:30])[N:18]=2)=[CH:14][CH:13]=1. The catalyst is C1COCC1. The product is [Cl:23][C:21]1[C:20]([CH2:24][C:25]([O:27][CH3:28])=[O:26])=[C:19]([N:29]([CH3:30])[CH3:31])[N:18]=[C:17]([CH2:16][C:15]2[CH:14]=[CH:13][C:12]([NH:11][CH3:1])=[CH:33][CH:32]=2)[N:22]=1. The yield is 0.380.